This data is from Full USPTO retrosynthesis dataset with 1.9M reactions from patents (1976-2016). The task is: Predict the reactants needed to synthesize the given product. (1) Given the product [CH:1]1([C:4]2[CH:5]=[CH:6][C:7]([C:15]([NH:17][C:18]3([CH2:22][C:23]([OH:25])=[O:24])[CH2:19][S:20][CH2:21]3)=[O:16])=[N:8][C:9]=2[O:10][CH2:11][CH:12]2[CH2:14][CH2:13]2)[CH2:3][CH2:2]1, predict the reactants needed to synthesize it. The reactants are: [CH:1]1([C:4]2[CH:5]=[CH:6][C:7]([C:15]([NH:17][C:18]3([CH2:22][C:23]([O:25]C)=[O:24])[CH2:21][S:20][CH2:19]3)=[O:16])=[N:8][C:9]=2[O:10][CH2:11][CH:12]2[CH2:14][CH2:13]2)[CH2:3][CH2:2]1.O.[OH-].[Li+]. (2) Given the product [CH3:1][CH:2]1[CH2:6][CH2:5][CH2:4][N:3]1[C:7]1[N:12]=[C:11]([NH:13][C:14]2[C:15]3[N:16]([CH:27]=[CH:28][N:29]=3)[N:17]=[C:18]([C:20]3[CH:25]=[CH:24][CH:23]=[C:22]([O:26][CH2:45][CH2:44][N:43]4[CH2:42][CH2:41][O:40][CH2:47][CH2:48]4)[CH:21]=3)[CH:19]=2)[CH:10]=[CH:9][CH:8]=1, predict the reactants needed to synthesize it. The reactants are: [CH3:1][CH:2]1[CH2:6][CH2:5][CH2:4][N:3]1[C:7]1[N:12]=[C:11]([NH:13][C:14]2[C:15]3[N:16]([CH:27]=[CH:28][N:29]=3)[N:17]=[C:18]([C:20]3[CH:21]=[C:22]([OH:26])[CH:23]=[CH:24][CH:25]=3)[CH:19]=2)[CH:10]=[CH:9][CH:8]=1.C([O-])([O-])=O.[K+].[K+].CS([O:40][CH2:41][CH2:42][N:43]1[CH2:48][CH2:47]C[CH2:45][CH2:44]1)(=O)=O.O. (3) Given the product [Cl:1][C:2]1[C:11]2[C:6](=[CH:7][CH:8]=[C:9]([C:12]([CH:13]3[CH2:18][CH2:17][NH:16][CH2:15][CH2:14]3)([C:26]3[CH:27]=[N:28][CH:29]=[CH:30][CH:31]=3)[OH:32])[CH:10]=2)[N:5]=[C:4]([C:33]([F:35])([F:34])[F:36])[C:3]=1[C:37]1[CH:42]=[CH:41][CH:40]=[CH:39][CH:38]=1, predict the reactants needed to synthesize it. The reactants are: [Cl:1][C:2]1[C:11]2[C:6](=[CH:7][CH:8]=[C:9]([C:12]([OH:32])([C:26]3[CH:27]=[N:28][CH:29]=[CH:30][CH:31]=3)[CH:13]3[CH2:18][CH2:17][N:16](C(OC(C)(C)C)=O)[CH2:15][CH2:14]3)[CH:10]=2)[N:5]=[C:4]([C:33]([F:36])([F:35])[F:34])[C:3]=1[C:37]1[CH:42]=[CH:41][CH:40]=[CH:39][CH:38]=1.C(O)(C(F)(F)F)=O. (4) Given the product [CH3:9][O:8][C:6](=[O:7])[C:5]1[CH:11]=[CH:12][C:2]([O:1][CH2:25][C:24]2[CH:23]=[CH:22][C:21]([C:20]([F:19])([F:29])[F:30])=[CH:28][CH:27]=2)=[CH:3][CH:4]=1, predict the reactants needed to synthesize it. The reactants are: [OH:1][C:2]1[CH:12]=[CH:11][C:5]([C:6]([O:8][CH2:9]C)=[O:7])=[CH:4][CH:3]=1.C([O-])([O-])=O.[Cs+].[Cs+].[F:19][C:20]([F:30])([F:29])[C:21]1[CH:28]=[CH:27][C:24]([CH2:25]Br)=[CH:23][CH:22]=1.